From a dataset of Forward reaction prediction with 1.9M reactions from USPTO patents (1976-2016). Predict the product of the given reaction. (1) The product is: [CH2:36]([C:19]1[C:20]([N:22]2[CH2:27][CH2:26][CH2:25][C@H:24]([NH:28][C:29](=[O:35])[O:30][C:31]([CH3:34])([CH3:33])[CH3:32])[CH2:23]2)=[N:21][C:16]([C:15]2[C:9]3[C:10](=[CH:11][N:12]=[C:7]([C:3]4[CH:2]=[N:1][CH:6]=[CH:5][CH:4]=4)[CH:8]=3)[N:13]([CH2:38][O:39][CH2:40][CH2:41][Si:42]([CH3:45])([CH3:44])[CH3:43])[N:14]=2)=[CH:17][CH:18]=1)[CH3:37]. Given the reactants [N:1]1[CH:6]=[CH:5][CH:4]=[C:3]([C:7]2[CH:8]=[C:9]3[C:15]([C:16]4[N:21]=[C:20]([N:22]5[CH2:27][CH2:26][CH2:25][C@H:24]([NH:28][C:29](=[O:35])[O:30][C:31]([CH3:34])([CH3:33])[CH3:32])[CH2:23]5)[C:19]([CH:36]=[CH2:37])=[CH:18][CH:17]=4)=[N:14][N:13]([CH2:38][O:39][CH2:40][CH2:41][Si:42]([CH3:45])([CH3:44])[CH3:43])[C:10]3=[CH:11][N:12]=2)[CH:2]=1.[H][H], predict the reaction product. (2) Given the reactants [OH:1][CH2:2][C:3]1[C:11]2[C:6](=[CH:7][C:8]([C:12]([N:14]3[CH2:19][CH2:18][O:17][CH2:16][CH2:15]3)=[O:13])=[CH:9][CH:10]=2)[NH:5][CH:4]=1.[Br:20][C:21]1[CH:22]=[N:23][C:24](Cl)=[N:25][CH:26]=1.BrC1C=NC(N2C3C(=CC=C(C(N4CCOCC4)=O)C=3)C(SC)=C2)=NC=1, predict the reaction product. The product is: [Br:20][C:21]1[CH:22]=[N:23][C:24]([N:5]2[C:6]3[C:11](=[CH:10][CH:9]=[C:8]([C:12]([N:14]4[CH2:19][CH2:18][O:17][CH2:16][CH2:15]4)=[O:13])[CH:7]=3)[C:3]([CH2:2][OH:1])=[CH:4]2)=[N:25][CH:26]=1. (3) Given the reactants [Br-].[C:2]([C:5]1[CH:6]=[N+:7]([CH2:24][C:25]2[CH:30]=[CH:29][CH:28]=[CH:27][C:26]=2[CH3:31])[CH:8]=[CH:9][C:10]=1[CH2:11][CH:12]1[CH2:20][C:19]2[C:14](=[CH:15][CH:16]=[C:17]([O:21][CH3:22])[CH:18]=2)[C:13]1=[O:23])(=[O:4])[CH3:3].C1C(C(N)=O)=CN(CC2C=CC=CC=2)C=C1, predict the reaction product. The product is: [C:2]([C:5]1[CH:10]([CH2:11][CH:12]2[CH2:20][C:19]3[C:14](=[CH:15][CH:16]=[C:17]([O:21][CH3:22])[CH:18]=3)[C:13]2=[O:23])[CH:9]=[CH:8][N:7]([CH2:24][C:25]2[CH:30]=[CH:29][CH:28]=[CH:27][C:26]=2[CH3:31])[CH:6]=1)(=[O:4])[CH3:3]. (4) Given the reactants [Cl:1][C:2]1[CH:7]=[C:6]([C:8]2[O:9][C:10]([C:13]3[N:14]=[C:15]4[C:20]([Cl:21])=[CH:19][C:18]([C:22]([F:25])([F:24])[F:23])=[CH:17][N:16]4[CH:26]=3)=[N:11][N:12]=2)[C:5]([Cl:27])=[CH:4][C:3]=1[OH:28].CC1C=CC(S(O[CH2:40][CH:41]2[CH2:45][O:44][C:43](=[O:46])[NH:42]2)(=O)=O)=CC=1.C([O-])([O-])=O.[K+].[K+], predict the reaction product. The product is: [Cl:1][C:2]1[CH:7]=[C:6]([C:8]2[O:9][C:10]([C:13]3[N:14]=[C:15]4[C:20]([Cl:21])=[CH:19][C:18]([C:22]([F:23])([F:25])[F:24])=[CH:17][N:16]4[CH:26]=3)=[N:11][N:12]=2)[C:5]([Cl:27])=[CH:4][C:3]=1[O:28][CH2:40][CH:41]1[CH2:45][O:44][C:43](=[O:46])[NH:42]1.